Dataset: Catalyst prediction with 721,799 reactions and 888 catalyst types from USPTO. Task: Predict which catalyst facilitates the given reaction. (1) Reactant: [CH:1]1([C@@H:7]([NH:9][C:10]([C:12]2[C:21]3[C:16](=[CH:17][CH:18]=[CH:19][CH:20]=3)[N:15]=[C:14]([C:22]3[S:23][CH:24]=[CH:25][CH:26]=3)[C:13]=2[CH2:27][N:28]2[CH2:33][CH2:32][N:31]([CH2:34][C:35]([OH:37])=O)[C:30](=[O:38])[CH2:29]2)=[O:11])[CH3:8])[CH2:6][CH2:5][CH2:4][CH2:3][CH2:2]1.[CH3:39][NH:40][CH3:41].CN(C(ON1N=NC2C=CC=CC1=2)=[N+](C)C)C.F[P-](F)(F)(F)(F)F.CN1CCOCC1. Product: [CH:1]1([C@@H:7]([NH:9][C:10]([C:12]2[C:21]3[C:16](=[CH:17][CH:18]=[CH:19][CH:20]=3)[N:15]=[C:14]([C:22]3[S:23][CH:24]=[CH:25][CH:26]=3)[C:13]=2[CH2:27][N:28]2[CH2:33][CH2:32][N:31]([CH2:34][C:35](=[O:37])[N:40]([CH3:41])[CH3:39])[C:30](=[O:38])[CH2:29]2)=[O:11])[CH3:8])[CH2:6][CH2:5][CH2:4][CH2:3][CH2:2]1. The catalyst class is: 3. (2) Product: [F:10][C:11]1[CH:12]=[C:13]2[C:17](=[CH:18][CH:19]=1)[NH:16][CH:15]=[C:14]2[CH2:20][CH2:21][CH2:22][CH2:23][NH:24][CH:25]1[CH2:38][O:37][C:28]2=[C:29]3[C:34](=[CH:35][CH:36]=[C:27]2[CH2:26]1)[N:33]=[CH:32][CH:31]=[CH:30]3. Reactant: Cl.Cl.CCOCC.Cl.Cl.[F:10][C:11]1[CH:12]=[C:13]2[C:17](=[CH:18][CH:19]=1)[NH:16][CH:15]=[C:14]2[CH2:20][CH2:21][CH2:22][CH2:23][NH:24][CH:25]1[CH2:38][O:37][C:28]2=[C:29]3[C:34](=[CH:35][CH:36]=[C:27]2[CH2:26]1)[N:33]=[CH:32][CH:31]=[CH:30]3. The catalyst class is: 13. (3) Reactant: Cl[C:2]1[N:7]=[C:6]([CH3:8])[N:5]=[C:4]([NH2:9])[CH:3]=1.[F:10][C:11]1[C:16](B(O)O)=[CH:15][CH:14]=[CH:13][N:12]=1.ClCCl.C([O-])([O-])=O.[Na+].[Na+]. Product: [F:10][C:11]1[C:16]([C:2]2[N:7]=[C:6]([CH3:8])[N:5]=[C:4]([NH2:9])[CH:3]=2)=[CH:15][CH:14]=[CH:13][N:12]=1. The catalyst class is: 38. (4) Product: [CH2:35]([O:37][C:38](=[O:44])[CH2:39][CH2:40][C:41]([NH:31][C:25]1[CH:26]=[CH:27][CH:28]=[C:29]([CH3:30])[C:24]=1[C:20]1[CH:21]=[CH:22][CH:23]=[C:18]([S:15]([C:13]2[CH:14]=[C:10]([C:8]([NH:7][C:6]([O:5][C:1]([CH3:4])([CH3:3])[CH3:2])=[O:34])=[NH:9])[S:11][C:12]=2[S:32][CH3:33])(=[O:17])=[O:16])[CH:19]=1)=[O:42])[CH3:36]. The catalyst class is: 25. Reactant: [C:1]([O:5][C:6](=[O:34])[NH:7][C:8]([C:10]1[S:11][C:12]([S:32][CH3:33])=[C:13]([S:15]([C:18]2[CH:19]=[C:20]([C:24]3[C:29]([CH3:30])=[CH:28][CH:27]=[CH:26][C:25]=3[NH2:31])[CH:21]=[CH:22][CH:23]=2)(=[O:17])=[O:16])[CH:14]=1)=[NH:9])([CH3:4])([CH3:3])[CH3:2].[CH2:35]([O:37][C:38](=[O:44])[CH2:39][CH2:40][C:41](Cl)=[O:42])[CH3:36].C1COCC1. (5) The catalyst class is: 5. Product: [ClH:10].[C:2]([C:3]1[CH:4]=[C:5]([NH2:6])[N:19]([C:16]2[CH:17]=[CH:18][C:13]([O:12][CH3:11])=[CH:14][CH:15]=2)[N:20]=1)([CH3:9])([CH3:8])[CH3:1]. Reactant: [CH3:1][C:2]([CH3:9])([CH3:8])[C:3](=O)[CH2:4][C:5]#[N:6].[ClH:10].[CH3:11][O:12][C:13]1[CH:18]=[CH:17][C:16]([NH:19][NH2:20])=[CH:15][CH:14]=1. (6) Reactant: NC1(C2C=CC(C3C(=O)C4C(OC=3C3C=CC=CC=3)=C(C3C(C)=NN(C)C=3C)N=CC=4)=CC=2)CCC1.[N+:37]([C:39]1[CH:40]=[C:41]([C:45]2[N:46]=[CH:47][CH:48]=[C:49]3[C:54](=[O:55])[C:53]([C:56]4[CH:61]=[CH:60][C:59]([C:62]5([NH:66]C(=O)OC(C)(C)C)[CH2:65][CH2:64][CH2:63]5)=[CH:58][CH:57]=4)=[C:52]([C:74]4[CH:79]=[CH:78][CH:77]=[CH:76][CH:75]=4)[O:51][C:50]=23)[CH:42]=[CH:43][CH:44]=1)#[C-:38].Cl. Product: [NH2:66][C:62]1([C:59]2[CH:58]=[CH:57][C:56]([C:53]3[C:54](=[O:55])[C:49]4[C:50]([O:51][C:52]=3[C:74]3[CH:75]=[CH:76][CH:77]=[CH:78][CH:79]=3)=[C:45]([C:41]3[CH:42]=[CH:43][CH:44]=[C:39]([N+:37]#[C-:38])[CH:40]=3)[N:46]=[CH:47][CH:48]=4)=[CH:61][CH:60]=2)[CH2:63][CH2:64][CH2:65]1. The catalyst class is: 12. (7) Reactant: [C:1]([CH2:4][O:5][C:6]1[CH:11]=[CH:10][C:9]([C:12]2[C:13]3[NH:17][C:16]([CH:18]=[C:19]4[N:54]=[C:22]([C:23]([CH:35]([CH2:45][CH2:46][O:47][P:48]([O:52]C)([O:50]C)=[O:49])[CH2:36][CH2:37][O:38][P:39]([O:43]C)([O:41]C)=[O:40])=[C:24]5[NH:34][C:27](=[CH:28][C:29]6[CH:30]=[CH:31][C:32]=2[N:33]=6)[CH:26]=[CH:25]5)[CH:21]=[CH:20]4)=[CH:15][CH:14]=3)=[CH:8][CH:7]=1)([OH:3])=[O:2].[Si](Br)(C)(C)C. Product: [C:1]([CH2:4][O:5][C:6]1[CH:7]=[CH:8][C:9]([C:12]2[C:13]3[NH:17][C:16]([CH:18]=[C:19]4[N:54]=[C:22]([C:23]([CH:35]([CH2:36][CH2:37][O:38][P:39]([OH:43])([OH:41])=[O:40])[CH2:45][CH2:46][O:47][P:48]([OH:52])([OH:50])=[O:49])=[C:24]5[NH:34][C:27](=[CH:28][C:29]6[CH:30]=[CH:31][C:32]=2[N:33]=6)[CH:26]=[CH:25]5)[CH:21]=[CH:20]4)=[CH:15][CH:14]=3)=[CH:10][CH:11]=1)([OH:3])=[O:2]. The catalyst class is: 2.